Dataset: Full USPTO retrosynthesis dataset with 1.9M reactions from patents (1976-2016). Task: Predict the reactants needed to synthesize the given product. (1) Given the product [CH3:1][O:2][C:3]1[CH:8]=[CH:7][C:6]([O:9][CH3:10])=[CH:5][C:4]=1[C:11]1[C:19]2[O:18][CH:17]([CH2:20][NH:35][CH3:34])[CH2:16][C:15]=2[CH:14]=[C:13]([O:32][CH3:33])[CH:12]=1, predict the reactants needed to synthesize it. The reactants are: [CH3:1][O:2][C:3]1[CH:8]=[CH:7][C:6]([O:9][CH3:10])=[CH:5][C:4]=1[C:11]1[C:19]2[O:18][CH:17]([CH2:20]OS(C3C=CC(C)=CC=3)(=O)=O)[CH2:16][C:15]=2[CH:14]=[C:13]([O:32][CH3:33])[CH:12]=1.[CH3:34][NH2:35]. (2) Given the product [CH3:13][O:12][C:9]1[CH:10]=[CH:11][C:6](/[CH:5]=[N:4]/[CH2:3][CH2:1][OH:2])=[CH:7][CH:8]=1, predict the reactants needed to synthesize it. The reactants are: [CH2:1]([CH2:3][NH2:4])[OH:2].[CH:5](=O)[C:6]1[CH:11]=[CH:10][C:9]([O:12][CH3:13])=[CH:8][CH:7]=1. (3) Given the product [Cl:38][C:33]1[CH:32]=[C:31]([CH:36]=[C:35]([Cl:37])[CH:34]=1)[CH2:30][O:29][C:20]1[C:21]([C:25]([F:28])([F:26])[F:27])=[C:22]2[C:17](=[CH:18][CH:19]=1)[CH:16]=[C:15]([C:13]([NH:12][CH2:11][CH2:10][CH2:9][P:4](=[O:3])([OH:8])[OH:5])=[O:14])[CH:24]=[CH:23]2, predict the reactants needed to synthesize it. The reactants are: C([O:3][P:4]([CH2:9][CH2:10][CH2:11][NH:12][C:13]([C:15]1[CH:24]=[CH:23][C:22]2[C:17](=[CH:18][CH:19]=[C:20]([O:29][CH2:30][C:31]3[CH:36]=[C:35]([Cl:37])[CH:34]=[C:33]([Cl:38])[CH:32]=3)[C:21]=2[C:25]([F:28])([F:27])[F:26])[CH:16]=1)=[O:14])(=[O:8])[O:5]CC)C.Br[Si](C)(C)C.